Dataset: CYP1A2 inhibition data for predicting drug metabolism from PubChem BioAssay. Task: Regression/Classification. Given a drug SMILES string, predict its absorption, distribution, metabolism, or excretion properties. Task type varies by dataset: regression for continuous measurements (e.g., permeability, clearance, half-life) or binary classification for categorical outcomes (e.g., BBB penetration, CYP inhibition). Dataset: cyp1a2_veith. The compound is CCOC(=O)Cn1c(-c2ccccc2)nc2ccccc2c1=O. The result is 1 (inhibitor).